From a dataset of Forward reaction prediction with 1.9M reactions from USPTO patents (1976-2016). Predict the product of the given reaction. (1) Given the reactants [CH:1]1([C:4]2[NH:8][N:7]=[C:6]([NH:9][C:10]3[C:15]([N+:16]([O-])=O)=[CH:14][N:13]=[C:12]([NH:19][C@H:20]([C:23]4[CH:28]=[CH:27][C:26]([F:29])=[CH:25][CH:24]=4)[CH2:21][OH:22])[CH:11]=3)[CH:5]=2)[CH2:3][CH2:2]1.[Cl-].[NH4+].C([O-])(=O)C.[NH4+], predict the reaction product. The product is: [NH2:16][C:15]1[C:10]([NH:9][C:6]2[CH:5]=[C:4]([CH:1]3[CH2:3][CH2:2]3)[NH:8][N:7]=2)=[CH:11][C:12]([NH:19][C@H:20]([C:23]2[CH:28]=[CH:27][C:26]([F:29])=[CH:25][CH:24]=2)[CH2:21][OH:22])=[N:13][CH:14]=1. (2) Given the reactants [CH3:1][O:2][C:3](=[O:45])[C@@H:4]([NH:32]S(C1C=CC([N+]([O-])=O)=CC=1)(=O)=O)[CH2:5][C:6]1[CH:31]=[CH:30][C:9]2[O:10][C@H:11]([C:14]3[CH:19]=[CH:18][C:17]([O:20][CH2:21][C:22]4[CH:27]=[CH:26][C:25]([Cl:28])=[C:24]([Cl:29])[CH:23]=4)=[CH:16][CH:15]=3)[CH2:12][O:13][C:8]=2[CH:7]=1.C1(P(C2C=CC=CC=2)C2C=CC=CC=2)C=CC=CC=1.[C:65]1([C@H:71](O)[CH2:72][CH3:73])[CH:70]=[CH:69][CH:68]=[CH:67][CH:66]=1.CC(OC(/N=N/C(OC(C)C)=O)=O)C, predict the reaction product. The product is: [CH3:1][O:2][C:3](=[O:45])[C@@H:4]([NH:32][C@H:71]([C:65]1[CH:70]=[CH:69][CH:68]=[CH:67][CH:66]=1)[CH2:72][CH3:73])[CH2:5][C:6]1[CH:31]=[CH:30][C:9]2[O:10][C@H:11]([C:14]3[CH:15]=[CH:16][C:17]([O:20][CH2:21][C:22]4[CH:27]=[CH:26][C:25]([Cl:28])=[C:24]([Cl:29])[CH:23]=4)=[CH:18][CH:19]=3)[CH2:12][O:13][C:8]=2[CH:7]=1. (3) Given the reactants C(OC([N:8]1[CH2:13][CH2:12][C@@H:11]([C:14]([OH:16])=[O:15])[C@H:10]([C:17]2[CH:22]=[CH:21][C:20]([F:23])=[CH:19][CH:18]=2)[CH2:9]1)=O)(C)(C)C.S(Cl)([Cl:26])=O.[CH3:28]O, predict the reaction product. The product is: [ClH:26].[F:23][C:20]1[CH:21]=[CH:22][C:17]([C@H:10]2[C@H:11]([C:14]([O:16][CH3:28])=[O:15])[CH2:12][CH2:13][NH:8][CH2:9]2)=[CH:18][CH:19]=1. (4) Given the reactants Cl.[Br:2][C:3]1[CH:4]=[CH:5][C:6]2[O:12][CH2:11][CH2:10][NH:9][CH2:8][C:7]=2[CH:13]=1.C(N(C(C)C)CC)(C)C.[C:23]([O:27][C:28](O[C:28]([O:27][C:23]([CH3:26])([CH3:25])[CH3:24])=[O:29])=[O:29])([CH3:26])([CH3:25])[CH3:24], predict the reaction product. The product is: [C:23]([O:27][C:28]([N:9]1[CH2:8][C:7]2[CH:13]=[C:3]([Br:2])[CH:4]=[CH:5][C:6]=2[O:12][CH2:11][CH2:10]1)=[O:29])([CH3:26])([CH3:25])[CH3:24]. (5) The product is: [C:12]([O:11][C:9]([NH:16][C@@H:17]([CH3:43])[CH2:18][NH:19][C:20]1[N:21]([CH2:39][C:40]#[C:41][CH3:42])[C:22]2[C:27](=[O:28])[N:26]([CH2:29][C:30]3[CH:35]=[CH:34][CH:33]=[CH:32][C:31]=3[C:36]#[N:37])[N:25]=[CH:24][C:23]=2[N:38]=1)=[O:10])([CH3:13])([CH3:14])[CH3:15]. Given the reactants [C:9](O[C:9]([O:11][C:12]([CH3:15])([CH3:14])[CH3:13])=[O:10])(=[O:10])[O:11][C:12]([CH3:15])([CH3:14])[CH3:13].[NH2:16][C@@H:17]([CH3:43])[CH2:18][NH:19][C:20]1[N:21]([CH2:39][C:40]#[C:41][CH3:42])[C:22]2[C:27](=[O:28])[N:26]([CH2:29][C:30]3[CH:35]=[CH:34][CH:33]=[CH:32][C:31]=3[C:36]#[N:37])[N:25]=[CH:24][C:23]=2[N:38]=1.C(N(CC)CC)C, predict the reaction product. (6) Given the reactants [N:1]12[CH2:8][CH2:7][CH:4]([CH2:5][CH2:6]1)[CH:3]([OH:9])[CH2:2]2.[N+:10]([C:13]1[CH:18]=[CH:17][C:16]([C:19]2[CH:24]=[CH:23][C:22](O)=[CH:21][CH:20]=2)=[CH:15][CH:14]=1)([O-:12])=[O:11].CC(OC(/N=N/C(OC(C)C)=O)=O)C.C1C=CC(P(C2C=CC=CC=2)C2C=CC=CC=2)=CC=1, predict the reaction product. The product is: [N+:10]([C:13]1[CH:14]=[CH:15][C:16]([C:19]2[CH:24]=[CH:23][C:22]([O:9][CH:3]3[CH:4]4[CH2:7][CH2:8][N:1]([CH2:6][CH2:5]4)[CH2:2]3)=[CH:21][CH:20]=2)=[CH:17][CH:18]=1)([O-:12])=[O:11]. (7) Given the reactants [Cl:1][C:2]1[CH:10]=[CH:9][C:8]2[NH:7][C:6]3[CH2:11][CH2:12][N:13]([CH3:16])[CH2:14][CH2:15][C:5]=3[C:4]=2[CH:3]=1.[OH-].[Na+].[Cl:19][C:20]1[CH:21]=[N:22][CH:23]=[C:24]([CH:26]=[CH2:27])[CH:25]=1, predict the reaction product. The product is: [Cl:1][C:2]1[CH:10]=[CH:9][C:8]2[N:7]([CH2:27][CH2:26][C:24]3[CH:23]=[N:22][CH:21]=[C:20]([Cl:19])[CH:25]=3)[C:6]3[CH2:11][CH2:12][N:13]([CH3:16])[CH2:14][CH2:15][C:5]=3[C:4]=2[CH:3]=1.